The task is: Predict the product of the given reaction.. This data is from Forward reaction prediction with 1.9M reactions from USPTO patents (1976-2016). (1) The product is: [CH2:23]([S:20]([N:17]1[CH2:18][CH2:19][CH:14]([C:5]2[C:4]3[C:8](=[C:9]([C:11]([NH2:13])=[O:12])[CH:10]=[C:2]([C:38]4[CH:39]=[CH:40][C:35]([CH2:34][OH:33])=[CH:36][CH:37]=4)[CH:3]=3)[NH:7][CH:6]=2)[CH2:15][CH2:16]1)(=[O:22])=[O:21])[CH3:24]. Given the reactants Br[C:2]1[CH:3]=[C:4]2[C:8](=[C:9]([C:11]([NH2:13])=[O:12])[CH:10]=1)[NH:7][CH:6]=[C:5]2[CH:14]1[CH2:19][CH2:18][N:17]([S:20]([CH2:23][CH3:24])(=[O:22])=[O:21])[CH2:16][CH2:15]1.[O-]P([O-])([O-])=O.[K+].[K+].[K+].[OH:33][CH2:34][C:35]1[CH:40]=[CH:39][C:38](B(O)O)=[CH:37][CH:36]=1, predict the reaction product. (2) Given the reactants [CH2:1]([CH:3]([CH2:24][CH2:25][CH2:26][CH3:27])[CH2:4][NH:5][C:6]1[CH:11]=[C:10]([N+:12]([O-:14])=[O:13])[CH:9]=[CH:8][C:7]=1[O:15][CH2:16][CH:17]([CH2:22][CH3:23])[CH2:18][CH2:19][CH2:20][CH3:21])[CH3:2].Br[CH2:29][CH2:30][CH2:31][CH2:32][CH2:33][CH3:34].C(=O)([O-])[O-].[Na+].[Na+], predict the reaction product. The product is: [CH2:1]([CH:3]([CH2:24][CH2:25][CH2:26][CH3:27])[CH2:4][N:5]([CH2:29][CH2:30][CH2:31][CH2:32][CH2:33][CH3:34])[C:6]1[CH:11]=[C:10]([N+:12]([O-:14])=[O:13])[CH:9]=[CH:8][C:7]=1[O:15][CH2:16][CH:17]([CH2:22][CH3:23])[CH2:18][CH2:19][CH2:20][CH3:21])[CH3:2]. (3) Given the reactants [CH3:1][O:2][C:3]1[CH:8]=[CH:7][CH:6]=[CH:5][C:4]=1[C:9]1[N:10]([C:15]2[CH:20]=[CH:19][C:18]([CH3:21])=[CH:17][CH:16]=2)[C:11]([SH:14])=[N:12][N:13]=1.C[Si]([N-][Si](C)(C)C)(C)C.[Li+].Br[CH2:33][CH2:34][C:35]([O:37][CH2:38][CH3:39])=[O:36], predict the reaction product. The product is: [CH3:1][O:2][C:3]1[CH:8]=[CH:7][CH:6]=[CH:5][C:4]=1[C:9]1[N:10]([C:15]2[CH:16]=[CH:17][C:18]([CH3:21])=[CH:19][CH:20]=2)[C:11](=[S:14])[N:12]([CH2:33][CH2:34][C:35]([O:37][CH2:38][CH3:39])=[O:36])[N:13]=1. (4) Given the reactants [N+:1]([O-:4])(O)=[O:2].[F:5][C:6]1[CH:11]=[CH:10][C:9]([CH2:12][C:13]([OH:15])=[O:14])=[C:8]([CH3:16])[CH:7]=1, predict the reaction product. The product is: [F:5][C:6]1[C:11]([N+:1]([O-:4])=[O:2])=[CH:10][C:9]([CH2:12][C:13]([OH:15])=[O:14])=[C:8]([CH3:16])[CH:7]=1. (5) Given the reactants Cl[C:2]1[N:7]=[C:6]([C:8]2[O:12][C:11]([N:13]3[CH2:17][CH2:16][CH2:15][CH2:14]3)=[N:10][C:9]=2[C:18]2[CH:19]=[C:20]([NH:24][S:25]([C:28]3[C:33]([F:34])=[CH:32][CH:31]=[CH:30][C:29]=3[F:35])(=[O:27])=[O:26])[CH:21]=[CH:22][CH:23]=2)[CH:5]=[CH:4][N:3]=1, predict the reaction product. The product is: [F:35][C:29]1[CH:30]=[CH:31][CH:32]=[C:33]([F:34])[C:28]=1[S:25]([NH:24][C:20]1[CH:21]=[CH:22][CH:23]=[C:18]([C:9]2[N:10]=[C:11]([N:13]3[CH2:17][CH2:16][CH2:15][CH2:14]3)[O:12][C:8]=2[C:6]2[CH:5]=[CH:4][N:3]=[C:2]([NH:10][CH2:9][CH:18]([CH3:19])[CH3:23])[N:7]=2)[CH:19]=1)(=[O:27])=[O:26]. (6) Given the reactants B(Br)(Br)Br.[Cl:5][C:6]1[C:15]2[C:10](=[CH:11][C:12]([CH3:16])=[CH:13][CH:14]=2)[N:9]=[C:8]([C:17]2[CH:22]=[CH:21][CH:20]=[CH:19][C:18]=2[O:23]C)[N:7]=1.C(=O)=O, predict the reaction product. The product is: [Cl:5][C:6]1[C:15]2[C:10](=[CH:11][C:12]([CH3:16])=[CH:13][CH:14]=2)[N:9]=[C:8]([C:17]2[CH:22]=[CH:21][CH:20]=[CH:19][C:18]=2[OH:23])[N:7]=1. (7) Given the reactants [CH3:1][C:2]1[C:3](=O)[C:4]2[C:25]([C:26](=O)[C:27]=1[CH3:28])=[CH:24][C:23]1[C:6](=[CH:7][C:8]3[C:21]([CH:22]=1)=[CH:20][C:19]1[C:10](=[CH:11][C:12]4[C:13](=O)[C:14]([CH3:32])=[C:15]([CH3:31])[C:16](=O)[C:17]=4[CH:18]=1)[CH:9]=3)[CH:5]=2.[NH2:35][C:36]1[CH:41]=[CH:40][CH:39]=[CH:38][CH:37]=1.[N:42]12[CH2:49][CH2:48]N(CC1)CC2, predict the reaction product. The product is: [C:36]1([N:35]=[C:16]2[C:17]3[C:12](=[CH:11][C:10]4[C:19]([CH:18]=3)=[CH:20][C:21]3[C:8](=[CH:7][C:6]5[C:23]([CH:22]=3)=[CH:24][C:25]3[C:26](=[N:35][C:36]6[CH:41]=[CH:40][CH:39]=[CH:38][CH:37]=6)[C:27]([CH3:28])=[C:2]([CH3:1])[C:3](=[N:35][C:36]6[CH:41]=[CH:40][CH:39]=[CH:38][CH:37]=6)[C:4]=3[CH:5]=5)[CH:9]=4)[C:13](=[N:42][C:49]3[CH:48]=[CH:26][CH:27]=[CH:2][CH:1]=3)[C:14]([CH3:32])=[C:15]2[CH3:31])[CH:41]=[CH:40][CH:39]=[CH:38][CH:37]=1. (8) Given the reactants [CH3:1][O:2][CH2:3][CH2:4][O:5][C:6]1[CH:7]=[C:8]2[CH:14]=[C:13]([C:15]([O:17][CH2:18][CH3:19])=[O:16])[NH:12][C:9]2=[CH:10][N:11]=1.[H-].[Na+].C1(C)C=CC(S(O[CH2:32][CH2:33][O:34][C@@H:35]2[CH2:40][CH2:39][CH2:38][C@H:37]([O:41][CH2:42][C:43]3[N:44]=[C:45]([C:49]4[CH:50]=[C:51]([CH3:55])[CH:52]=[CH:53][CH:54]=4)[O:46][C:47]=3[CH3:48])[CH2:36]2)(=O)=O)=CC=1, predict the reaction product. The product is: [CH3:1][O:2][CH2:3][CH2:4][O:5][C:6]1[CH:7]=[C:8]2[CH:14]=[C:13]([C:15]([O:17][CH2:18][CH3:19])=[O:16])[N:12]([CH2:32][CH2:33][O:34][CH:35]3[CH2:40][CH2:39][CH2:38][CH:37]([O:41][CH2:42][C:43]4[N:44]=[C:45]([C:49]5[CH:50]=[C:51]([CH3:55])[CH:52]=[CH:53][CH:54]=5)[O:46][C:47]=4[CH3:48])[CH2:36]3)[C:9]2=[CH:10][N:11]=1. (9) Given the reactants [O:1]1[CH:5]=[CH:4][CH:3]=[C:2]1[N:6]1[CH:10]=[CH:9][CH:8]=[CH:7]1.[Cl-].[CH3:12][O:13][C:14]1[CH:26]=[CH:25][CH:24]=[CH:23][C:15]=1[CH:16]=[N+:17]1[CH2:22][CH2:21][CH2:20][CH2:19][CH2:18]1, predict the reaction product. The product is: [O:1]1[CH:5]=[CH:4][CH:3]=[C:2]1[N:6]1[CH:10]=[CH:9][CH:8]=[C:7]1[CH:16]([C:15]1[CH:23]=[CH:24][CH:25]=[CH:26][C:14]=1[O:13][CH3:12])[N:17]1[CH2:22][CH2:21][CH2:20][CH2:19][CH2:18]1. (10) Given the reactants [C:1]([NH2:5])([CH3:4])([CH3:3])[CH3:2].C(N(CC)CC)C.[F:13][C:14]1[CH:19]=[CH:18][C:17]([S:20](Cl)(=[O:22])=[O:21])=[CH:16][CH:15]=1, predict the reaction product. The product is: [C:1]([NH:5][S:20]([C:17]1[CH:18]=[CH:19][C:14]([F:13])=[CH:15][CH:16]=1)(=[O:22])=[O:21])([CH3:4])([CH3:3])[CH3:2].